From a dataset of Full USPTO retrosynthesis dataset with 1.9M reactions from patents (1976-2016). Predict the reactants needed to synthesize the given product. (1) Given the product [Si:1]([O:8][C:9]1([CH2:12]/[CH:13]=[N:29]/[S@@:27]([C:24]([CH3:26])([CH3:25])[CH3:23])=[O:28])[CH2:11][CH2:10]1)([C:4]([CH3:7])([CH3:6])[CH3:5])([CH3:3])[CH3:2], predict the reactants needed to synthesize it. The reactants are: [Si:1]([O:8][C:9]1([CH2:12][CH:13]=O)[CH2:11][CH2:10]1)([C:4]([CH3:7])([CH3:6])[CH3:5])([CH3:3])[CH3:2].[Si](O)(CC)(CC)CC.[CH3:23][C:24]([S@:27]([NH2:29])=[O:28])([CH3:26])[CH3:25]. (2) Given the product [CH2:37]([N:9]([CH2:8][CH2:7][OH:6])[CH2:10][CH2:11][CH2:12][CH2:13][CH2:14][C@H:15]1[CH2:20][CH2:19][C@H:18]([N+:21]([O-:36])([CH3:35])[S:22]([C:25]2[CH:26]=[CH:27][C:28]([C:31]([F:34])([F:33])[F:32])=[CH:29][CH:30]=2)(=[O:23])=[O:24])[CH2:17][CH2:16]1)[CH3:38], predict the reactants needed to synthesize it. The reactants are: C([Si](C)(C)[O:6][CH2:7][CH2:8][N:9]([CH2:37][CH3:38])[CH2:10][CH2:11][CH2:12][CH2:13][CH2:14][C@H:15]1[CH2:20][CH2:19][C@H:18]([N+:21]([O-:36])([CH3:35])[S:22]([C:25]2[CH:30]=[CH:29][C:28]([C:31]([F:34])([F:33])[F:32])=[CH:27][CH:26]=2)(=[O:24])=[O:23])[CH2:17][CH2:16]1)(C)(C)C.CCCC[N+](CCCC)(CCCC)CCCC.[F-]. (3) Given the product [C:1]([O:5][C:6](=[O:25])[N:7]([CH2:9][C:10]1[CH:14]=[C:13]([C:30]2[CH:31]=[CH:32][C:27]([Cl:26])=[CH:28][C:29]=2[F:36])[NH:12][CH:11]=1)[CH3:8])([CH3:2])([CH3:3])[CH3:4], predict the reactants needed to synthesize it. The reactants are: [C:1]([O:5][C:6](=[O:25])[N:7]([CH2:9][C:10]1[CH:14]=[C:13](Br)[N:12](S(C2C=NC=CC=2)(=O)=O)[CH:11]=1)[CH3:8])([CH3:4])([CH3:3])[CH3:2].[Cl:26][C:27]1[CH:32]=[CH:31][C:30](B(O)O)=[C:29]([F:36])[CH:28]=1.C(=O)([O-])[O-].[Na+].[Na+]. (4) Given the product [CH3:9][C:8]([CH3:11])([O:12][C:6]([NH:5][S:2]([Cl:1])(=[O:4])=[O:3])=[O:7])[CH3:10], predict the reactants needed to synthesize it. The reactants are: [Cl:1][S:2]([N:5]=[C:6]=[O:7])(=[O:4])=[O:3].[C:8]([OH:12])([CH3:11])([CH3:10])[CH3:9].CCCCCCC. (5) Given the product [CH3:1][O:2][C:3]1[C:8]2[O:9][C:10]3[CH:15]=[CH:14][C:13]([Cl:22])=[CH:12][C:11]=3[C:7]=2[C:6]([C:19]([OH:21])=[O:20])=[CH:5][CH:4]=1, predict the reactants needed to synthesize it. The reactants are: [CH3:1][O:2][C:3]1[C:8]2[O:9][C:10]3[CH:15]=[CH:14][C:13]([N+]([O-])=O)=[CH:12][C:11]=3[C:7]=2[C:6]([C:19]([OH:21])=[O:20])=[CH:5][CH:4]=1.[ClH:22].O.N([O-])=O.[Na+].